From a dataset of Full USPTO retrosynthesis dataset with 1.9M reactions from patents (1976-2016). Predict the reactants needed to synthesize the given product. Given the product [Cl:1][C:2]1[CH:3]=[C:4]2[C:34](=[CH:35][CH:36]=1)[C:12]1[NH:13][C:14]([C:16]3[C:17]([C:18]#[N:19])=[CH:20][CH:21]=[CH:22][C:23]=3[C:24]#[N:25])=[N:15][C:11]=1[C:10]1[CH:9]=[CH:8][C:7]([CH2:37][C:38]([OH:41])([CH3:39])[CH3:40])=[CH:6][C:5]2=1, predict the reactants needed to synthesize it. The reactants are: [Cl:1][C:2]1[CH:3]=[C:4]2[C:34](=[CH:35][CH:36]=1)[C:12]1[N:13](COCC[Si](C)(C)C)[C:14]([C:16]3[C:23]([C:24]#[N:25])=[CH:22][CH:21]=[CH:20][C:17]=3[C:18]#[N:19])=[N:15][C:11]=1[C:10]1[CH:9]=[CH:8][C:7]([CH2:37][C:38]([OH:41])([CH3:40])[CH3:39])=[CH:6][C:5]2=1.